The task is: Predict the reactants needed to synthesize the given product.. This data is from Full USPTO retrosynthesis dataset with 1.9M reactions from patents (1976-2016). (1) The reactants are: [F:1][C:2]([F:36])([F:35])[C:3]1[CH:4]=[C:5]([C:13]([CH3:34])([CH3:33])[C:14]([N:16]([C:18]2[CH:19]=[N:20][C:21](Cl)=[CH:22][C:23]=2[C:24]2[CH:29]=[CH:28][C:27]([F:30])=[CH:26][C:25]=2[CH3:31])[CH3:17])=[O:15])[CH:6]=[C:7]([C:9]([F:12])([F:11])[F:10])[CH:8]=1.Cl.[F:38][C:39]([F:47])([F:46])[CH:40]1[CH2:45][CH2:44][NH:43][CH2:42][CH2:41]1. Given the product [F:1][C:2]([F:36])([F:35])[C:3]1[CH:4]=[C:5]([C:13]([CH3:34])([CH3:33])[C:14]([N:16]([C:18]2[C:23]([C:24]3[CH:29]=[CH:28][C:27]([F:30])=[CH:26][C:25]=3[CH3:31])=[CH:22][C:21]([N:43]3[CH2:44][CH2:45][CH:40]([C:39]([F:47])([F:46])[F:38])[CH2:41][CH2:42]3)=[N:20][CH:19]=2)[CH3:17])=[O:15])[CH:6]=[C:7]([C:9]([F:12])([F:11])[F:10])[CH:8]=1, predict the reactants needed to synthesize it. (2) Given the product [C:25]1([N:35]2[C:5]([C:7]3[C:12](=[O:13])[CH:11]=[CH:10][N:9]([C:14]4[CH:19]=[CH:18][CH:17]=[C:16]([C:20]([F:23])([F:22])[F:21])[CH:15]=4)[N:8]=3)=[CH:4][CH:3]=[N:2]2)[C:34]2[C:29](=[CH:30][CH:31]=[CH:32][CH:33]=2)[CH:28]=[CH:27][CH:26]=1, predict the reactants needed to synthesize it. The reactants are: C[N:2](C)/[CH:3]=[CH:4]/[C:5]([C:7]1[C:12](=[O:13])[CH:11]=[CH:10][N:9]([C:14]2[CH:19]=[CH:18][CH:17]=[C:16]([C:20]([F:23])([F:22])[F:21])[CH:15]=2)[N:8]=1)=O.[C:25]1([NH:35]N)[C:34]2[C:29](=[CH:30][CH:31]=[CH:32][CH:33]=2)[CH:28]=[CH:27][CH:26]=1. (3) Given the product [C:30]([O:29][CH2:28][C:26]([NH:1][C:2]1[C:3]([NH:9][C:10]([CH3:17])([CH3:16])[CH2:11][O:12][C:13](=[O:15])[CH3:14])=[CH:4][C:5]([Br:8])=[N:6][CH:7]=1)=[O:27])(=[O:32])[CH3:31], predict the reactants needed to synthesize it. The reactants are: [NH2:1][C:2]1[C:3]([NH:9][C:10]([CH3:17])([CH3:16])[CH2:11][O:12][C:13](=[O:15])[CH3:14])=[CH:4][C:5]([Br:8])=[N:6][CH:7]=1.C(N(CC)CC)C.Cl[C:26]([CH2:28][O:29][C:30](=[O:32])[CH3:31])=[O:27]. (4) The reactants are: [CH3:1][C:2]1[C:10]2[C:5](=[CH:6][C:7]([N+:11]([O-])=O)=[CH:8][CH:9]=2)[N:4]([CH2:14][O:15][CH2:16][CH2:17][Si:18]([CH3:21])([CH3:20])[CH3:19])[N:3]=1.[H][H]. Given the product [CH3:1][C:2]1[C:10]2[C:5](=[CH:6][C:7]([NH2:11])=[CH:8][CH:9]=2)[N:4]([CH2:14][O:15][CH2:16][CH2:17][Si:18]([CH3:19])([CH3:21])[CH3:20])[N:3]=1, predict the reactants needed to synthesize it.